Dataset: Forward reaction prediction with 1.9M reactions from USPTO patents (1976-2016). Task: Predict the product of the given reaction. (1) Given the reactants [C:9](O[C:9]([O:11][C:12]([CH3:15])([CH3:14])[CH3:13])=[O:10])(=[O:10])[O:11][C:12]([CH3:15])([CH3:14])[CH3:13].[NH:16]1[CH2:21][CH2:20][NH:19][CH2:18][CH:17]1[C:22]([O:24][CH2:25][CH3:26])=[O:23], predict the reaction product. The product is: [CH3:15][C:12]([CH3:13])([O:11][C:9]([N:19]1[CH2:20][CH2:21][NH:16][CH:17]([C:22]([O:24][CH2:25][CH3:26])=[O:23])[CH2:18]1)=[O:10])[CH3:14]. (2) Given the reactants [Li]CCCC.CC1(C)CCCC(C)(C)N1.[CH3:16][O:17][C:18]1[CH:23]=[N:22][CH:21]=[CH:20][N:19]=1.[Cl:24][C:25]1[CH:26]=[C:27]2[C:31](=[CH:32][CH:33]=1)[NH:30][C:29](=[O:34])[C:28]2=[O:35].[Cl-].[NH4+], predict the reaction product. The product is: [Cl:24][C:25]1[CH:26]=[C:27]2[C:31](=[CH:32][CH:33]=1)[NH:30][C:29](=[O:34])[C:28]2([OH:35])[C:23]1[C:18]([O:17][CH3:16])=[N:19][CH:20]=[CH:21][N:22]=1. (3) Given the reactants C(N(CC)CC)C.[Cl:8][C:9]([O:11][CH3:12])=[O:10].[NH2:13][C:14]1[CH:15]=[C:16]2[C:20](=[CH:21][CH:22]=1)[CH2:19][N:18](C(OC(C)(C)C)=O)[CH2:17]2.Cl.O1CCOCC1, predict the reaction product. The product is: [CH3:12][O:11][C:9]([NH:13][C:14]1[CH:15]=[C:16]2[C:20](=[CH:21][CH:22]=1)[CH2:19][NH:18][CH2:17]2)=[O:10].[ClH:8]. (4) Given the reactants [C:1]([O:5][C:6]([N:8]1[CH2:14][CH2:13][C:12]2[CH:15]=[CH:16][C:17]([NH2:19])=[CH:18][C:11]=2[CH2:10][CH2:9]1)=[O:7])([CH3:4])([CH3:3])[CH3:2].[I:20][C:21]1[CH:26]=[CH:25][C:24]([S:27](Cl)(=[O:29])=[O:28])=[CH:23][CH:22]=1, predict the reaction product. The product is: [C:1]([O:5][C:6]([N:8]1[CH2:14][CH2:13][C:12]2[CH:15]=[CH:16][C:17]([NH:19][S:27]([C:24]3[CH:25]=[CH:26][C:21]([I:20])=[CH:22][CH:23]=3)(=[O:29])=[O:28])=[CH:18][C:11]=2[CH2:10][CH2:9]1)=[O:7])([CH3:4])([CH3:2])[CH3:3].